From a dataset of Full USPTO retrosynthesis dataset with 1.9M reactions from patents (1976-2016). Predict the reactants needed to synthesize the given product. (1) Given the product [CH2:57]([N:56]([CH2:61][CH2:62][CH2:63][CH3:64])[C:54]([C:49]1[N:50]=[CH:51][N:52]([CH3:53])[C:48]=1[C:21]1[CH:30]=[CH:29][C:24]([C:25]([O:27][CH3:28])=[O:26])=[CH:23][C:22]=1[C:31]([N:33]1[CH2:42][CH2:41][C:40]2[C:35](=[CH:36][CH:37]=[CH:38][CH:39]=2)[CH2:34]1)=[O:32])=[O:55])[CH2:58][CH2:59][CH3:60], predict the reactants needed to synthesize it. The reactants are: C(N(CCCC)C(C1N=C([C:21]2[CH:30]=[CH:29][C:24]([C:25]([O:27][CH3:28])=[O:26])=[CH:23][C:22]=2[C:31]([N:33]2[CH2:42][CH2:41][C:40]3[C:35](=[CH:36][CH:37]=[CH:38][CH:39]=3)[CH2:34]2)=[O:32])N(COCC[Si](C)(C)C)C=1)=O)CCC.Br[C:48]1[N:52]([CH3:53])[CH:51]=[N:50][C:49]=1[C:54]([N:56]([CH2:61][CH2:62][CH2:63][CH3:64])[CH2:57][CH2:58][CH2:59][CH3:60])=[O:55].CC1(C)COB(C2C=CC(C(OC)=O)=CC=2C(N2CCC3C(=CC=CC=3)C2)=O)OC1. (2) Given the product [F:1][C:2]1[CH:7]=[CH:6][C:5]([S:8][CH2:10][CH2:11][CH2:12][Cl:13])=[CH:4][CH:3]=1, predict the reactants needed to synthesize it. The reactants are: [F:1][C:2]1[CH:7]=[CH:6][C:5]([SH:8])=[CH:4][CH:3]=1.Br[CH2:10][CH2:11][CH2:12][Cl:13]. (3) Given the product [C:1]([CH2:5][O:6][S:14]([CH3:13])(=[O:16])=[O:15])([F:4])([F:3])[F:2], predict the reactants needed to synthesize it. The reactants are: [C:1]([CH2:5][OH:6])([F:4])([F:3])[F:2].N1C=CC=CC=1.[CH3:13][S:14](Cl)(=[O:16])=[O:15].Cl.N1C=CC=CC=1.